From a dataset of Catalyst prediction with 721,799 reactions and 888 catalyst types from USPTO. Predict which catalyst facilitates the given reaction. (1) Reactant: FC(F)(F)S(O[C:7]1[C:16]([C:17](=[O:28])[C:18]2[CH:23]=[CH:22][C:21]([C:24]([F:27])([F:26])[F:25])=[CH:20][CH:19]=2)=[C:15]([CH:29]2[CH2:33][CH2:32][CH2:31][CH2:30]2)[CH:14]=[C:13]2[C:8]=1[C:9](=[O:36])[CH2:10][C:11]([CH3:35])([CH3:34])[O:12]2)(=O)=O.[F:39][C:40]1[CH:45]=[CH:44][C:43](B(O)O)=[CH:42][CH:41]=1.P([O-])([O-])([O-])=O.[K+].[K+].[K+]. Product: [CH:29]1([C:15]2[CH:14]=[C:13]3[C:8]([C:9](=[O:36])[CH2:10][C:11]([CH3:34])([CH3:35])[O:12]3)=[C:7]([C:43]3[CH:44]=[CH:45][C:40]([F:39])=[CH:41][CH:42]=3)[C:16]=2[C:17](=[O:28])[C:18]2[CH:19]=[CH:20][C:21]([C:24]([F:26])([F:27])[F:25])=[CH:22][CH:23]=2)[CH2:30][CH2:31][CH2:32][CH2:33]1. The catalyst class is: 73. (2) Reactant: [Cl:1][C:2]1[CH:7]=[C:6]([Cl:8])[CH:5]=[CH:4][C:3]=1[C:9]1[N:10]([C:18]2[CH:23]=[CH:22][C:21]([O:24][CH2:25][CH2:26][C:27]([F:30])([F:29])[F:28])=[CH:20][CH:19]=2)[C:11](C)=[C:12](C(O)=O)[N:13]=1.[C:31](Cl)(=O)[C:32]([Cl:34])=[O:33].CN(C=O)C. Product: [Cl:1][C:2]1[CH:7]=[C:6]([Cl:8])[CH:5]=[CH:4][C:3]=1[C:9]1[N:10]([C:18]2[CH:23]=[CH:22][C:21]([O:24][CH2:25][CH2:26][C:27]([F:30])([F:28])[F:29])=[CH:20][CH:19]=2)[C:11]([CH3:12])=[C:31]([C:32]([Cl:34])=[O:33])[N:13]=1. The catalyst class is: 2.